From a dataset of Reaction yield outcomes from USPTO patents with 853,638 reactions. Predict the reaction yield, written as a fraction of the theoretical maximum amount of product (1.0 means a 100% yield; for example, 0.34 means a 34% yield). (1) The reactants are CC1(C)[O:7][CH2:6][C:5]([C:9]#[C:10][C:11]2[CH:16]=[CH:15][C:14]([CH2:17][CH2:18][CH2:19][CH2:20][CH2:21][CH2:22][CH2:23][CH3:24])=[CH:13][CH:12]=2)([OH:8])[CH2:4][O:3]1. The catalyst is C(O)(C(F)(F)F)=O.CCO.[Pd]. The product is [CH2:17]([C:14]1[CH:15]=[CH:16][C:11]([CH2:10][CH2:9][C:5]([OH:8])([CH2:6][OH:7])[CH2:4][OH:3])=[CH:12][CH:13]=1)[CH2:18][CH2:19][CH2:20][CH2:21][CH2:22][CH2:23][CH3:24]. The yield is 0.990. (2) The reactants are Cl.[CH3:2][C:3]1([CH3:23])[CH:7]([C:8]2[CH:13]=[CH:12][C:11]([CH3:14])=[CH:10][CH:9]=2)[C:6]2[C:15]([CH3:22])=[C:16]([NH2:21])[C:17]([CH3:20])=[C:18]([CH3:19])[C:5]=2[O:4]1.[NH4+]. The catalyst is CO.O. The product is [CH3:2][C:3]1([CH3:23])[CH:7]([C:8]2[CH:9]=[CH:10][C:11]([CH3:14])=[CH:12][CH:13]=2)[C:6]2[C:15]([CH3:22])=[C:16]([NH2:21])[C:17]([CH3:20])=[C:18]([CH3:19])[C:5]=2[O:4]1. The yield is 0.874. (3) The reactants are [C:1]([O:5][C:6]([NH:8][CH2:9][C:10]1[CH:11]=[C:12](B(O)O)[CH:13]=[CH:14][CH:15]=1)=[O:7])([CH3:4])([CH3:3])[CH3:2].Br[C:20]1[CH:21]=[N:22][C:23]([C:26]([F:29])([F:28])[F:27])=[N:24][CH:25]=1.C(=O)([O-])[O-].[K+].[K+].O. The catalyst is CN(C=O)C.[Pd].C1(P(C2C=CC=CC=2)C2C=CC=CC=2)C=CC=CC=1.C1(P(C2C=CC=CC=2)C2C=CC=CC=2)C=CC=CC=1.C1(P(C2C=CC=CC=2)C2C=CC=CC=2)C=CC=CC=1.C1(P(C2C=CC=CC=2)C2C=CC=CC=2)C=CC=CC=1. The product is [C:1]([O:5][C:6](=[O:7])[NH:8][CH2:9][C:10]1[CH:15]=[CH:14][CH:13]=[C:12]([C:20]2[CH:21]=[N:22][C:23]([C:26]([F:29])([F:28])[F:27])=[N:24][CH:25]=2)[CH:11]=1)([CH3:4])([CH3:3])[CH3:2]. The yield is 0.710. (4) The reactants are [C:1]([C:3]1[CH:23]=[CH:22][C:6]([CH2:7][N:8]2[CH:17]=[CH:16][C:15]3[C:10](=[CH:11][C:12]([C:18]([OH:20])=O)=[CH:13][CH:14]=3)[C:9]2=[O:21])=[CH:5][CH:4]=1)#[N:2].[CH3:24][C:25]1[CH:32]=[CH:31][C:28]([CH2:29][NH2:30])=[CH:27][CH:26]=1. No catalyst specified. The product is [CH3:24][C:25]1[CH:32]=[CH:31][C:28]([CH2:29][NH:30][C:18]([C:12]2[CH:11]=[C:10]3[C:15]([CH:16]=[CH:17][N:8]([CH2:7][C:6]4[CH:5]=[CH:4][C:3]([C:1]#[N:2])=[CH:23][CH:22]=4)[C:9]3=[O:21])=[CH:14][CH:13]=2)=[O:20])=[CH:27][CH:26]=1. The yield is 0.731. (5) The reactants are [CH2:1]([N:3]([CH2:37][CH3:38])[CH2:4][CH2:5][CH2:6][NH:7][C:8]1[N:9]=[C:10]([C:27]2[CH:28]=[C:29]([CH:33]=[CH:34][C:35]=2[CH3:36])[C:30]([OH:32])=O)[C:11]2[CH:17]=[CH:16][C:15](=[O:18])[N:14]([C:19]3[C:24]([F:25])=[CH:23][CH:22]=[CH:21][C:20]=3[F:26])[C:12]=2[N:13]=1)[CH3:2].CN(C(ON1N=NC2C=CC=CC1=2)=[N+](C)C)C.F[P-](F)(F)(F)(F)F.C(N(CC)CC)C.[CH3:70][NH:71][C:72](=[O:75])[CH2:73][NH2:74]. The catalyst is CN(C=O)C. The product is [CH2:1]([N:3]([CH2:37][CH3:38])[CH2:4][CH2:5][CH2:6][NH:7][C:8]1[N:9]=[C:10]([C:27]2[CH:28]=[C:29]([CH:33]=[CH:34][C:35]=2[CH3:36])[C:30]([NH:74][CH2:73][C:72]([NH:71][CH3:70])=[O:75])=[O:32])[C:11]2[CH:17]=[CH:16][C:15](=[O:18])[N:14]([C:19]3[C:24]([F:25])=[CH:23][CH:22]=[CH:21][C:20]=3[F:26])[C:12]=2[N:13]=1)[CH3:2]. The yield is 0.300. (6) The reactants are [CH3:1][O:2][C:3]1[CH:8]=[CH:7][C:6]([CH2:9][N:10]2[C:15](=[O:16])[CH:14]=[C:13]([CH2:17][CH2:18][C:19](OCCCC)=[O:20])[C:12](=[O:26])[NH:11]2)=[CH:5][CH:4]=1.[H-].[Al+3].[Li+].[H-].[H-].[H-].Cl. The catalyst is C1COCC1. The product is [OH:20][CH2:19][CH2:18][CH2:17][C:13]1[C:12](=[O:26])[NH:11][N:10]([CH2:9][C:6]2[CH:5]=[CH:4][C:3]([O:2][CH3:1])=[CH:8][CH:7]=2)[C:15](=[O:16])[CH:14]=1. The yield is 0.700. (7) The reactants are [C:1]([O:5][C:6](=[O:17])[NH:7][C@H:8]([C:10]1[CH:15]=[CH:14][CH:13]=[C:12](Br)[CH:11]=1)[CH3:9])([CH3:4])([CH3:3])[CH3:2].[CH3:18][N:19]1[CH2:24][CH2:23][NH:22][CH2:21][CH2:20]1.P([O-])([O-])([O-])=O.[K+].[K+].[K+]. The catalyst is COCCOC.ClCCl.C1C=CC(/C=C/C(/C=C/C2C=CC=CC=2)=O)=CC=1.C1C=CC(/C=C/C(/C=C/C2C=CC=CC=2)=O)=CC=1.C1C=CC(/C=C/C(/C=C/C2C=CC=CC=2)=O)=CC=1.[Pd].[Pd]. The product is [C:1]([O:5][C:6](=[O:17])[NH:7][C@H:8]([C:10]1[CH:15]=[CH:14][CH:13]=[C:12]([N:22]2[CH2:23][CH2:24][N:19]([CH3:18])[CH2:20][CH2:21]2)[CH:11]=1)[CH3:9])([CH3:4])([CH3:3])[CH3:2]. The yield is 0.640. (8) The yield is 0.170. The reactants are C(OC([N:8](C(OC(C)(C)C)=O)[C:9]1[N:10]=[CH:11][C:12]([C:32]2[CH:33]=[C:34]([CH2:38][CH2:39][NH:40][CH:41]3[CH2:46][CH2:45][N:44](C(OC(C)(C)C)=O)[C@@H:43]([C:54]([O:56][CH:57]4[CH2:61][CH2:60][CH2:59][CH2:58]4)=[O:55])[CH2:42]3)[CH:35]=[CH:36][CH:37]=2)=[N:13][C:14]=1[N:15](C(OC(C)(C)C)=O)[CH2:16][C:17]1[C:22]([Cl:23])=[CH:21][CH:20]=[CH:19][C:18]=1[Cl:24])=O)(C)(C)C.Cl. The product is [NH2:8][C:9]1[N:10]=[CH:11][C:12]([C:32]2[CH:33]=[C:34]([CH2:38][CH2:39][NH:40][CH:41]3[CH2:46][CH2:45][NH:44][C@@H:43]([C:54]([O:56][CH:57]4[CH2:58][CH2:59][CH2:60][CH2:61]4)=[O:55])[CH2:42]3)[CH:35]=[CH:36][CH:37]=2)=[N:13][C:14]=1[NH:15][CH2:16][C:17]1[C:22]([Cl:23])=[CH:21][CH:20]=[CH:19][C:18]=1[Cl:24]. The catalyst is O1CCOCC1.